From a dataset of Forward reaction prediction with 1.9M reactions from USPTO patents (1976-2016). Predict the product of the given reaction. (1) Given the reactants [F:1][C:2]([F:7])([F:6])[C:3]([OH:5])=[O:4].[F:8][C:9]([F:14])([F:13])[C:10]([OH:12])=[O:11].[Cl:15][C:16]1[CH:17]=[N:18][C:19]2[NH:20][C:21]3[CH:22]=[N:23][CH:24]=[C:25]([CH:47]=3)[CH2:26][CH2:27][C:28]3[CH:36]=[C:32]([NH:33][C:34]=1[N:35]=2)[CH:31]=[CH:30][C:29]=3[NH:37][C:38](=[O:46])[CH2:39][CH:40]1[CH2:45][CH2:44][NH:43][CH2:42][CH2:41]1.[C:48]([C:50]1[CH:58]=[CH:57][C:53]([C:54](Cl)=[O:55])=[CH:52][CH:51]=1)#[N:49], predict the reaction product. The product is: [F:1][C:2]([F:7])([F:6])[C:3]([OH:5])=[O:4].[F:8][C:9]([F:14])([F:13])[C:10]([OH:12])=[O:11].[Cl:15][C:16]1[CH:17]=[N:18][C:19]2[NH:20][C:21]3[CH:22]=[N:23][CH:24]=[C:25]([CH:47]=3)[CH2:26][CH2:27][C:28]3[CH:36]=[C:32]([NH:33][C:34]=1[N:35]=2)[CH:31]=[CH:30][C:29]=3[NH:37][C:38](=[O:46])[CH2:39][CH:40]1[CH2:45][CH2:44][N:43]([C:54](=[O:55])[C:53]2[CH:57]=[CH:58][C:50]([C:48]#[N:49])=[CH:51][CH:52]=2)[CH2:42][CH2:41]1. (2) The product is: [Si:3]([O:20][CH2:21][CH2:22][O:23][CH2:24][C@H:25]([O:35][C:37]1[N:42]=[CH:41][N:40]=[C:39]2[N:43]([C:46]3[CH:51]=[CH:50][CH:49]=[CH:48][C:47]=3[Cl:52])[N:44]=[CH:45][C:38]=12)[C:26]([NH:28][C:29]1[CH:34]=[CH:33][CH:32]=[CH:31][N:30]=1)=[O:27])([C:16]([CH3:19])([CH3:18])[CH3:17])([C:10]1[CH:15]=[CH:14][CH:13]=[CH:12][CH:11]=1)[C:4]1[CH:9]=[CH:8][CH:7]=[CH:6][CH:5]=1. Given the reactants [H-].[Na+].[Si:3]([O:20][CH2:21][CH2:22][O:23][CH2:24][C@H:25]([OH:35])[C:26]([NH:28][C:29]1[CH:34]=[CH:33][CH:32]=[CH:31][N:30]=1)=[O:27])([C:16]([CH3:19])([CH3:18])[CH3:17])([C:10]1[CH:15]=[CH:14][CH:13]=[CH:12][CH:11]=1)[C:4]1[CH:9]=[CH:8][CH:7]=[CH:6][CH:5]=1.Cl[C:37]1[N:42]=[CH:41][N:40]=[C:39]2[N:43]([C:46]3[CH:51]=[CH:50][CH:49]=[CH:48][C:47]=3[Cl:52])[N:44]=[CH:45][C:38]=12.C(O)(=O)CC(CC(O)=O)(C(O)=O)O, predict the reaction product. (3) Given the reactants [C:1]([OH:13])(=[O:12])[CH2:2][C:3]([CH2:8][C:9]([OH:11])=[O:10])([C:5]([OH:7])=[O:6])[OH:4].[NH2:14][C:15]1[C:20]2[C:21]([C:24]3[CH:29]=[CH:28][C:27]([NH:30][C:31]([NH:33][C:34]4[CH:39]=[CH:38][CH:37]=[C:36]([F:40])[CH:35]=4)=[O:32])=[CH:26][CH:25]=3)=[CH:22][S:23][C:19]=2[C:18]([C:41]2[CH:42]=[N:43][N:44]([CH2:46][CH2:47][OH:48])[CH:45]=2)=[CH:17][N:16]=1.O, predict the reaction product. The product is: [NH2:14][C:15]1[C:20]2[C:21]([C:24]3[CH:25]=[CH:26][C:27]([NH:30][C:31]([NH:33][C:34]4[CH:39]=[CH:38][CH:37]=[C:36]([F:40])[CH:35]=4)=[O:32])=[CH:28][CH:29]=3)=[CH:22][S:23][C:19]=2[C:18]([C:41]2[CH:42]=[N:43][N:44]([CH2:46][CH2:47][OH:48])[CH:45]=2)=[CH:17][N:16]=1.[C:1]([OH:13])(=[O:12])[CH2:2][C:3]([CH2:8][C:9]([OH:11])=[O:10])([C:5]([OH:7])=[O:6])[OH:4]. (4) Given the reactants [CH3:1][C:2]1[CH:3]=[N:4][CH:5]=[C:6]([CH:9]=1)C#N.[C:10]([O-:13])([O-])=O.[Na+].[Na+].[CH2:16]1COCC1, predict the reaction product. The product is: [CH3:1][C:2]1[CH:9]=[C:6]([C:10](=[O:13])[CH3:16])[CH:5]=[N:4][CH:3]=1. (5) Given the reactants [CH:1]1([CH2:11][C:12]([OH:14])=[O:13])[C:10]2[C:5](=[CH:6][CH:7]=[CH:8][CH:9]=2)[CH2:4][CH2:3][NH:2]1.[OH-].[Na+].[CH:17]1[C:26]2[C:21](=[CH:22][CH:23]=[CH:24][CH:25]=2)[CH:20]=[CH:19][C:18]=1[S:27](Cl)(=[O:29])=[O:28], predict the reaction product. The product is: [CH:17]1[C:26]2[C:21](=[CH:22][CH:23]=[CH:24][CH:25]=2)[CH:20]=[CH:19][C:18]=1[S:27]([N:2]1[CH2:3][CH2:4][C:5]2[C:10](=[CH:9][CH:8]=[CH:7][CH:6]=2)[CH:1]1[CH2:11][C:12]([OH:14])=[O:13])(=[O:28])=[O:29]. (6) Given the reactants [Cl:1]C1C=C(NC2C3[C:14](=[C:15]([O:23][CH2:24][CH:25](O)CO)C=C([N+]([O-])=[O:21])C=3)N=CC=2C#N)C=CC=1F.O.O.Cl[Sn]Cl.C([OH:38])C.C(=O)([O-])[O-].[Na+:43].[Na+], predict the reaction product. The product is: [C:15]([O:23][CH2:24][CH3:25])(=[O:38])[CH3:14].[Cl-:1].[Na+:43].[OH2:21]. (7) Given the reactants [N:1]1[CH:6]=[CH:5][CH:4]=[CH:3][C:2]=1[NH2:7].[NH2:8][C:9]1[C:10]([C:18](O)=[O:19])=[N:11][C:12]([Cl:17])=[C:13]([O:15][CH3:16])[N:14]=1, predict the reaction product. The product is: [NH2:8][C:9]1[C:10]([C:18]([NH:7][C:2]2[CH:3]=[CH:4][CH:5]=[CH:6][N:1]=2)=[O:19])=[N:11][C:12]([Cl:17])=[C:13]([O:15][CH3:16])[N:14]=1. (8) Given the reactants [Cl:1][C:2]1[CH:3]=[C:4]([C:12]2[O:16][N:15]=[C:14]([C:17]3[CH:18]=[CH:19][C:20]4[O:26][CH2:25][CH:24]([C:27]([OH:29])=[O:28])[N:23](C(OC(C)(C)C)=O)[CH2:22][C:21]=4[CH:37]=3)[N:13]=2)[CH:5]=[CH:6][C:7]=1[O:8][CH:9]([CH3:11])[CH3:10].Cl, predict the reaction product. The product is: [ClH:1].[Cl:1][C:2]1[CH:3]=[C:4]([C:12]2[O:16][N:15]=[C:14]([C:17]3[CH:18]=[CH:19][C:20]4[O:26][CH2:25][CH:24]([C:27]([OH:29])=[O:28])[NH:23][CH2:22][C:21]=4[CH:37]=3)[N:13]=2)[CH:5]=[CH:6][C:7]=1[O:8][CH:9]([CH3:11])[CH3:10]. (9) Given the reactants [CH3:1][O:2][C:3]([C:5]1[C@H:6]([C:18]2[CH:23]=[CH:22][C:21](F)=[CH:20][C:19]=2[Cl:25])[N:7]=[C:8]([C:13]2[S:14][CH:15]=[CH:16][N:17]=2)[NH:9][C:10]=1[CH2:11][Br:12])=[O:4].ClC1C=CC=CC=1C=O, predict the reaction product. The product is: [Br:12][CH2:11][C:10]1[NH:9][C:8]([C:13]2[S:14][CH:15]=[CH:16][N:17]=2)=[N:7][C@@H:6]([C:18]2[CH:23]=[CH:22][CH:21]=[CH:20][C:19]=2[Cl:25])[C:5]=1[C:3]([O:2][CH3:1])=[O:4].